This data is from Catalyst prediction with 721,799 reactions and 888 catalyst types from USPTO. The task is: Predict which catalyst facilitates the given reaction. Reactant: C(Cl)(=O)C(Cl)=O.CS(C)=O.[Si:11]([O:28][CH2:29][C@@H:30]1[CH2:34][CH2:33][C@@:32]([C@@H:36]([CH3:41])/[CH:37]=[CH:38]/[CH2:39][OH:40])([CH3:35])[C:31]1([CH3:43])[CH3:42])([C:24]([CH3:27])([CH3:26])[CH3:25])([C:18]1[CH:23]=[CH:22][CH:21]=[CH:20][CH:19]=1)[C:12]1[CH:17]=[CH:16][CH:15]=[CH:14][CH:13]=1.C(N(CC)CC)C. Product: [Si:11]([O:28][CH2:29][C@@H:30]1[CH2:34][CH2:33][C@@:32]([C@@H:36]([CH3:41])/[CH:37]=[CH:38]/[CH:39]=[O:40])([CH3:35])[C:31]1([CH3:42])[CH3:43])([C:24]([CH3:26])([CH3:27])[CH3:25])([C:18]1[CH:19]=[CH:20][CH:21]=[CH:22][CH:23]=1)[C:12]1[CH:13]=[CH:14][CH:15]=[CH:16][CH:17]=1. The catalyst class is: 34.